This data is from Forward reaction prediction with 1.9M reactions from USPTO patents (1976-2016). The task is: Predict the product of the given reaction. (1) Given the reactants [C:1]([SiH2:5][O:6][C:7]([CH3:17])([CH3:16])[C@H:8]1[CH2:13][CH2:12][C@H:11]([CH2:14][OH:15])[CH2:10][CH2:9]1)([CH3:4])([CH3:3])[CH3:2].[CH3:18][S:19](Cl)(=[O:21])=[O:20].CCN(CC)CC, predict the reaction product. The product is: [C:1]([SiH2:5][O:6][C:7]([CH3:17])([CH3:16])[C@H:8]1[CH2:9][CH2:10][C@H:11]([CH2:14][O:15][S:19]([CH3:18])(=[O:21])=[O:20])[CH2:12][CH2:13]1)([CH3:4])([CH3:3])[CH3:2]. (2) Given the reactants [CH3:1][O:2][C:3]1[N:8]=[CH:7][C:6]([C:9]2[N:17]3[C:12]([CH:13]=[N:14][C:15](O)=[N:16]3)=[CH:11][CH:10]=2)=[CH:5][CH:4]=1.[NH2:19][C:20]1[CH:21]=[C:22]([CH:26]2[N:31]([CH3:32])[CH2:30][CH2:29][N:28]([CH3:33])[C:27]2=[O:34])[CH:23]=[CH:24][CH:25]=1, predict the reaction product. The product is: [CH3:1][O:2][C:3]1[N:8]=[CH:7][C:6]([C:9]2[N:17]3[C:12]([CH:13]=[N:14][C:15]([NH:19][C:20]4[CH:21]=[C:22]([CH:26]5[N:31]([CH3:32])[CH2:30][CH2:29][N:28]([CH3:33])[C:27]5=[O:34])[CH:23]=[CH:24][CH:25]=4)=[N:16]3)=[CH:11][CH:10]=2)=[CH:5][CH:4]=1.